From a dataset of Full USPTO retrosynthesis dataset with 1.9M reactions from patents (1976-2016). Predict the reactants needed to synthesize the given product. (1) Given the product [F:15][C:16]1[CH:21]=[CH:20][C:19]([S:22]([NH:1][C:4]2[CH:13]=[CH:12][CH:11]=[C:10]3[C:5]=2[CH:6]=[CH:7][C:8]([NH:31][CH2:30][C:29]2[CH:32]=[CH:33][CH:34]=[CH:35][C:28]=2[S:27][CH3:26])=[N:9]3)(=[O:24])=[O:23])=[CH:18][CH:17]=1, predict the reactants needed to synthesize it. The reactants are: [N+:1]([C:4]1[CH:13]=[CH:12][CH:11]=[C:10]2[C:5]=1[CH:6]=[CH:7][C:8](Cl)=[N:9]2)([O-])=O.[F:15][C:16]1[CH:21]=[CH:20][C:19]([S:22](Cl)(=[O:24])=[O:23])=[CH:18][CH:17]=1.[CH3:26][S:27][C:28]1[CH:35]=[CH:34][CH:33]=[CH:32][C:29]=1[CH2:30][NH2:31]. (2) Given the product [Cl:1][C:2]1[C:3]([N:15]2[CH2:20][CH2:19][N:18]([C:40]([NH:39][S:36]([C:30]3[CH:31]=[CH:32][CH:33]=[CH:34][CH:35]=3)(=[O:38])=[O:37])=[O:41])[CH2:17][CH2:16]2)=[N:4][CH:5]=[C:6]([C:8]2[O:9][CH:10]([CH2:13][CH3:14])[CH2:11][N:12]=2)[CH:7]=1, predict the reactants needed to synthesize it. The reactants are: [Cl:1][C:2]1[C:3]([N:15]2[CH2:20][CH2:19][NH:18][CH2:17][CH2:16]2)=[N:4][CH:5]=[C:6]([C:8]2[O:9][CH:10]([CH2:13][CH3:14])[CH2:11][N:12]=2)[CH:7]=1.CCN(C(C)C)C(C)C.[C:30]1([S:36]([N:39]=[C:40]=[O:41])(=[O:38])=[O:37])[CH:35]=[CH:34][CH:33]=[CH:32][CH:31]=1.CC(O)=O.